Dataset: Full USPTO retrosynthesis dataset with 1.9M reactions from patents (1976-2016). Task: Predict the reactants needed to synthesize the given product. Given the product [CH2:1]([O:8][C:9]1[CH:10]=[CH:11][C:12]([C:15]2[O:19][C:18]([S:20][CH3:31])=[N:17][C:16]=2[C:21]2[CH:26]=[CH:25][C:24]([O:27][CH3:28])=[N:23][CH:22]=2)=[CH:13][CH:14]=1)[C:2]1[CH:7]=[CH:6][CH:5]=[CH:4][CH:3]=1, predict the reactants needed to synthesize it. The reactants are: [CH2:1]([O:8][C:9]1[CH:14]=[CH:13][C:12]([C:15]2[O:19][C:18](=[S:20])[NH:17][C:16]=2[C:21]2[CH:22]=[N:23][C:24]([O:27][CH3:28])=[CH:25][CH:26]=2)=[CH:11][CH:10]=1)[C:2]1[CH:7]=[CH:6][CH:5]=[CH:4][CH:3]=1.[H-].[Na+].[CH3:31]I.